This data is from Forward reaction prediction with 1.9M reactions from USPTO patents (1976-2016). The task is: Predict the product of the given reaction. Given the reactants [NH:1]([C:12]([O:14][C:15]([CH3:18])([CH3:17])[CH3:16])=[O:13])[C@H:2]([C:9]([OH:11])=O)[CH:3]1[CH2:8][CH2:7][CH2:6][CH2:5][CH2:4]1.CN(C(ON1N=NC2C=CC=NC1=2)=[N+](C)C)C.F[P-](F)(F)(F)(F)F.CCN(C(C)C)C(C)C.[CH2:52]([O:59][C:60]([N:62]1[CH2:66][CH:65]([C:67]2[C:75]3[C:70](=[CH:71][C:72]([F:76])=[CH:73][CH:74]=3)[NH:69][CH:68]=2)[CH:64]2[NH:77][CH2:78][CH2:79][CH:63]12)=[O:61])[C:53]1[CH:58]=[CH:57][CH:56]=[CH:55][CH:54]=1, predict the reaction product. The product is: [CH2:52]([O:59][C:60]([N:62]1[CH2:66][CH:65]([C:67]2[C:75]3[C:70](=[CH:71][C:72]([F:76])=[CH:73][CH:74]=3)[NH:69][CH:68]=2)[CH:64]2[N:77]([C:9](=[O:11])[CH:2]([NH:1][C:12]([O:14][C:15]([CH3:18])([CH3:17])[CH3:16])=[O:13])[CH:3]3[CH2:4][CH2:5][CH2:6][CH2:7][CH2:8]3)[CH2:78][CH2:79][CH:63]12)=[O:61])[C:53]1[CH:54]=[CH:55][CH:56]=[CH:57][CH:58]=1.